Dataset: Full USPTO retrosynthesis dataset with 1.9M reactions from patents (1976-2016). Task: Predict the reactants needed to synthesize the given product. (1) Given the product [Cl:18][C:19]1[C:24]([NH:25][C:2]2[C:11]3[C:6](=[CH:7][C:8]([O:14][CH3:15])=[C:9]([O:12][CH3:13])[CH:10]=3)[N:5]=[CH:4][C:3]=2[C:16]#[N:17])=[C:23]2[O:26][CH2:27][O:28][C:22]2=[C:21]([I:29])[CH:20]=1, predict the reactants needed to synthesize it. The reactants are: Cl[C:2]1[C:11]2[C:6](=[CH:7][C:8]([O:14][CH3:15])=[C:9]([O:12][CH3:13])[CH:10]=2)[N:5]=[CH:4][C:3]=1[C:16]#[N:17].[Cl:18][C:19]1[C:24]([NH2:25])=[C:23]2[O:26][CH2:27][O:28][C:22]2=[C:21]([I:29])[CH:20]=1. (2) Given the product [N:8]1[CH:9]=[CH:10][CH:11]=[CH:12][C:7]=1[C:6]1[C:2]([C:22]2[S:21][CH:25]=[CH:24][CH:23]=2)=[C:3]2[CH2:15][CH2:14][CH2:13][N:4]2[N:5]=1, predict the reactants needed to synthesize it. The reactants are: Br[C:2]1[C:6]([C:7]2[CH:12]=[CH:11][CH:10]=[CH:9][N:8]=2)=[N:5][N:4]2[CH2:13][CH2:14][CH2:15][C:3]=12.C1COCC1.[S:21]1[CH:25]=[CH:24][CH:23]=[C:22]1B(O)O.C(=O)([O-])[O-].[K+].[K+].